This data is from Forward reaction prediction with 1.9M reactions from USPTO patents (1976-2016). The task is: Predict the product of the given reaction. (1) Given the reactants [C:1]([N:5]=[C:6]=[O:7])([CH3:4])([CH3:3])[CH3:2].Cl.[Br:9][C:10]1[CH:17]=[CH:16][CH:15]=[CH:14][C:11]=1[CH2:12][NH2:13].C(N(C(C)C)CC)(C)C.[C:27](Cl)(=[O:32])[CH2:28][C:29](Cl)=[O:30], predict the reaction product. The product is: [Br:9][C:10]1[CH:17]=[CH:16][CH:15]=[CH:14][C:11]=1[CH2:12][N:13]1[C:29](=[O:30])[CH2:28][C:27](=[O:32])[N:5]([C:1]([CH3:4])([CH3:3])[CH3:2])[C:6]1=[O:7]. (2) Given the reactants [Br:1][C:2]1[CH:3]=[C:4]2[C:9](=[CH:10][CH:11]=1)[N:8]=[CH:7][C:6]([N+:12]([O-:14])=[O:13])=[C:5]2Cl.[CH3:16][O:17][C:18]1[C:23]([NH2:24])=[CH:22][CH:21]=[CH:20][N:19]=1, predict the reaction product. The product is: [Br:1][C:2]1[CH:3]=[C:4]2[C:9](=[CH:10][CH:11]=1)[N:8]=[CH:7][C:6]([N+:12]([O-:14])=[O:13])=[C:5]2[NH:24][C:23]1[C:18]([O:17][CH3:16])=[N:19][CH:20]=[CH:21][CH:22]=1. (3) Given the reactants [Br:1][C:2]1[S:14][C:5]2=[N:6][C:7]([Cl:13])=[C:8]([CH:10]([OH:12])[CH3:11])[CH:9]=[C:4]2[CH:3]=1.C(OCC)(=O)C, predict the reaction product. The product is: [Br:1][C:2]1[S:14][C:5]2=[N:6][C:7]([Cl:13])=[C:8]([C:10](=[O:12])[CH3:11])[CH:9]=[C:4]2[CH:3]=1. (4) Given the reactants [CH:1]1([CH2:4][O:5][C:6]2[CH:11]=[CH:10][C:9]([O:12][CH3:13])=[CH:8][C:7]=2[C:14]2[C:15]3[N:22]([CH2:23][O:24][CH2:25][CH2:26][Si:27]([CH3:30])([CH3:29])[CH3:28])[C:21]([CH3:31])=[C:20]([C:32]([OH:34])=O)[C:16]=3[N:17]=[CH:18][N:19]=2)[CH2:3][CH2:2]1.[NH2:35][CH:36]1[CH2:41][CH2:40][N:39]([C:42]([O:44][C:45]([CH3:48])([CH3:47])[CH3:46])=[O:43])[CH2:38][CH2:37]1, predict the reaction product. The product is: [CH:1]1([CH2:4][O:5][C:6]2[CH:11]=[CH:10][C:9]([O:12][CH3:13])=[CH:8][C:7]=2[C:14]2[C:15]3[N:22]([CH2:23][O:24][CH2:25][CH2:26][Si:27]([CH3:30])([CH3:28])[CH3:29])[C:21]([CH3:31])=[C:20]([C:32]([NH:35][CH:36]4[CH2:37][CH2:38][N:39]([C:42]([O:44][C:45]([CH3:48])([CH3:47])[CH3:46])=[O:43])[CH2:40][CH2:41]4)=[O:34])[C:16]=3[N:17]=[CH:18][N:19]=2)[CH2:3][CH2:2]1. (5) The product is: [CH3:1][O:2][C:3]1[CH:8]=[C:7]([N+:9]([O-:11])=[O:10])[CH:6]=[CH:5][C:4]=1[O:12][CH2:18][CH2:19][NH:20][C:21](=[O:22])[O:23][C:24]([CH3:27])([CH3:26])[CH3:25]. Given the reactants [CH3:1][O:2][C:3]1[CH:8]=[C:7]([N+:9]([O-:11])=[O:10])[CH:6]=[CH:5][C:4]=1[OH:12].CS(O[CH2:18][CH2:19][NH:20][C:21]([O:23][C:24]([CH3:27])([CH3:26])[CH3:25])=[O:22])(=O)=O.C([O-])([O-])=O.[K+].[K+], predict the reaction product.